This data is from Experimentally validated miRNA-target interactions with 360,000+ pairs, plus equal number of negative samples. The task is: Binary Classification. Given a miRNA mature sequence and a target amino acid sequence, predict their likelihood of interaction. (1) The miRNA is hsa-miR-8060 with sequence CCAUGAAGCAGUGGGUAGGAGGAC. The protein sequence of the target gene is MAASRLELNLVRLLSRCEAMAAEKRDPDEWRLEKYVGALEDMLQALKVHASKPASEVINEYSWKVDFLKGMLQAEKLTSSSEKALANQFLAPGRVPTTARERVPATKTVHLQSRARYTSEMRSELLGTDSAEPEMDVRKRTGVAGSQPVSEKQLAAELDLVLQRHQNLQEKLAEEMLGLARSLKTNTLAAQSVIKKDNQTLSHSLKMADQNLEKLKTESERLEQHTQKSVNWLLWAMLIIVCFIFISMILFIRIMPKLK. Result: 0 (no interaction). (2) The miRNA is hsa-miR-145-3p with sequence GGAUUCCUGGAAAUACUGUUCU. The protein sequence of the target gene is MHPAAFPLPVVVATVLWGAAPVRGLIRATSEHNASMDFADLPALFGATLSDEGLQGFLVEAHPENACGPIAPPPSAPVNGSVFIALLRRFDCNFDLKVLNAQKAGYGAAVVHNVNSNELLNMVWNSEEIQQQIWIPSVFIGERSAEYLRALFVYEKGARVLLVPDNSFPLGYYLIPFTGIVGLLVLAMGTVLIVRCIQHRKRLQRNRLTKEQLKQIPTHDYQKGDEYDVCAICLDEYEDGDKLRVLPCAHAYHSRCVDPWLTQTRKTCPICKQPVHRGPGDEEQEEETQEQEEGDEGEPR.... Result: 0 (no interaction). (3) The miRNA is hsa-miR-548f-5p with sequence UGCAAAAGUAAUCACAGUUUUU. The protein sequence of the target gene is MLPPLPSRLGLLLLLLLCPAHVGGLWWAVGSPLVMDPTSICRKARRLAGRQAELCQAEPEVVAELARGARLGVRECQFQFRFRRWNCSSHSKAFGRILQQDIRETAFVFAITAAGASHAVTQACSMGELLQCGCQAPRGRAPPRPSGLPGTPGPPGPAGSPEGSAAWEWGGCGDDVDFGDEKSRLFMDARHKRGRGDIRALVQLHNNEAGRLAVRSHTRTECKCHGLSGSCALRTCWQKLPPFREVGARLLERFHGASRVMGTNDGKALLPAVRTLKPPGRADLLYAADSPDFCAPNRRT.... Result: 0 (no interaction). (4) The miRNA is hsa-miR-6834-3p with sequence UAUGUCCCAUCCCUCCAUCA. The protein sequence of the target gene is MTILLNSSLQRATFFLTGFQGLEGLHGWISIPFCFIYLTVILGNLTILHVICTDATLHGPMYYFLGMLAVTDLGLCLSTLPTVLGIFWFDTREIGIPACFTQLFFIHTLSSMESSVLLSMSIDRYVAVCNPLHDSTVLTPACIVKMGLSSVLRSALLILPLPFLLKRFQYCHSHVLAHAYCLHLEIMKLACSSIIVNHIYGLFVVACTVGVDSLLIFLSYALILRTVLSIASHQERLRALNTCVSHICAVLLFYIPMIGLSLVHRFGEHLPRVVHLFMSYVYLLVPPLMNPIIYSIKTKQ.... Result: 1 (interaction). (5) The miRNA is mmu-miR-190b-5p with sequence UGAUAUGUUUGAUAUUGGGUUG. The protein sequence of the target gene is MVNENTRMYVPEENHQGSNYGSPRPAHANMNANAAAGLAPEHIPTPGAALSWQAAIDAARQAKLMGSAGNATISTVSSTQRKRQQYGKPKKQGGTTATRPPRALLCLTLKNPIRRACISIVEWKPFEIIILLTIFANCVALAIYIPFPEDDSNATNSNLERVEYLFLIIFTVEAFLKVIAYGLLFHPNAYLRNGWNLLDFIIVVVGLFSAILEQATKADGANALGGKGAGFDVKALRAFRVLRPLRLVSGVPSLQVVLNSIIKAMVPLLHIALLVLFVIIIYAIIGLELFMGKMHKTCYN.... Result: 0 (no interaction).